From a dataset of Full USPTO retrosynthesis dataset with 1.9M reactions from patents (1976-2016). Predict the reactants needed to synthesize the given product. (1) Given the product [CH2:1]([O:3][C:4]([C:6]1[CH2:10][CH2:9][CH2:8][C:7]=1[NH:16][CH3:15])=[O:5])[CH3:2], predict the reactants needed to synthesize it. The reactants are: [CH2:1]([O:3][C:4]([CH:6]1[CH2:10][CH2:9][CH2:8][C:7]1=O)=[O:5])[CH3:2].Cl.CN.[C:15]([BH3-])#[N:16].[Na+]. (2) Given the product [Cl:49][C:46]1[CH:47]=[CH:48][C:43]([C:28]2[C:27]3[CH:50]=[C:23]([C:2]4[CH:3]=[CH:4][CH:5]=[CH:6][C:1]=4[CH3:10])[CH:24]=[CH:25][C:26]=3[N:32]3[C:33]([CH3:36])=[N:34][N:35]=[C:31]3[C@H:30]([CH2:37][C:38]([NH:40][CH2:41][CH3:42])=[O:39])[N:29]=2)=[CH:44][CH:45]=1, predict the reactants needed to synthesize it. The reactants are: [C:1]1([CH3:10])[CH:6]=[CH:5][CH:4]=[CH:3][C:2]=1B(O)O.C(=O)([O-])[O-].[Na+].[Na+].FC(F)(F)S(O[C:23]1[CH:24]=[CH:25][C:26]2[N:32]3[C:33]([CH3:36])=[N:34][N:35]=[C:31]3[C@H:30]([CH2:37][C:38]([NH:40][CH2:41][CH3:42])=[O:39])[N:29]=[C:28]([C:43]3[CH:48]=[CH:47][C:46]([Cl:49])=[CH:45][CH:44]=3)[C:27]=2[CH:50]=1)(=O)=O.O. (3) Given the product [F:1][C:2]1[CH:7]=[CH:6][C:5]([C:8]2[NH:24][C:25]([CH:26]([CH3:28])[CH3:27])=[N:34][C:9]=2[C:10]2[CH:15]=[CH:14][N:13]=[C:12]([NH:16][C:17]3[CH:22]=[CH:21][CH:20]=[CH:19][CH:18]=3)[N:11]=2)=[CH:4][CH:3]=1, predict the reactants needed to synthesize it. The reactants are: [F:1][C:2]1[CH:7]=[CH:6][C:5]([CH:8]([NH:24][C:25](=O)[CH:26]([CH3:28])[CH3:27])[C:9](=O)[C:10]2[CH:15]=[CH:14][N:13]=[C:12]([NH:16][C:17]3[CH:22]=[CH:21][CH:20]=[CH:19][CH:18]=3)[N:11]=2)=[CH:4][CH:3]=1.C([O-])(=O)C.[NH4+:34]. (4) Given the product [F:13][C:14]1([F:31])[CH2:15][C:16]([CH:18]([C:2]2[CH:7]=[CH:6][CH:5]=[CH:4][N:3]=2)[OH:19])([C:20]2[CH:25]=[CH:24][CH:23]=[C:22]([O:26][C:27]([F:29])([F:30])[F:28])[CH:21]=2)[CH2:17]1, predict the reactants needed to synthesize it. The reactants are: Br[C:2]1[CH:7]=[CH:6][CH:5]=[CH:4][N:3]=1.C([Li])CCC.[F:13][C:14]1([F:31])[CH2:17][C:16]([C:20]2[CH:25]=[CH:24][CH:23]=[C:22]([O:26][C:27]([F:30])([F:29])[F:28])[CH:21]=2)([CH:18]=[O:19])[CH2:15]1. (5) Given the product [CH3:1][N:2]([CH2:4][C:5]1[CH:10]=[CH:9][C:8]([CH:11]2[NH:12][C:13]3[C:18]4[C:19](=[N:39][NH:40][C:32](=[O:33])[C:17]=4[CH:16]=[C:15]([F:37])[CH:14]=3)[CH:20]2[C:21]2[CH:26]=[CH:25][C:24]([CH2:27][N:28]([CH3:30])[CH3:29])=[CH:23][CH:22]=2)=[CH:7][CH:6]=1)[CH3:3], predict the reactants needed to synthesize it. The reactants are: [CH3:1][N:2]([CH2:4][C:5]1[CH:10]=[CH:9][C:8]([CH:11]2[CH:20]([C:21]3[CH:26]=[CH:25][C:24]([CH2:27][N:28]([CH3:30])[CH3:29])=[CH:23][CH:22]=3)[C:19](=O)[C:18]3[C:17]([C:32](OCC)=[O:33])=[CH:16][C:15]([F:37])=[CH:14][C:13]=3[NH:12]2)=[CH:7][CH:6]=1)[CH3:3].O.[NH2:39][NH2:40].